This data is from Catalyst prediction with 721,799 reactions and 888 catalyst types from USPTO. The task is: Predict which catalyst facilitates the given reaction. (1) Reactant: [C:1]([C:4]1[CH:5]=[N:6][C:7]([N:10]2[CH2:15][CH2:14][CH:13]([C:16]3[CH:17]=[CH:18][C:19]([CH2:22][O:23][C:24]4[CH:29]=[CH:28][C:27]([S:30]([CH3:33])(=[O:32])=[O:31])=[CH:26][CH:25]=4)=[N:20][CH:21]=3)[CH2:12][CH2:11]2)=[N:8][CH:9]=1)([CH3:3])=[CH2:2]. Product: [CH:1]([C:4]1[CH:5]=[N:6][C:7]([N:10]2[CH2:15][CH2:14][CH:13]([C:16]3[CH:17]=[CH:18][C:19]([CH2:22][O:23][C:24]4[CH:25]=[CH:26][C:27]([S:30]([CH3:33])(=[O:31])=[O:32])=[CH:28][CH:29]=4)=[N:20][CH:21]=3)[CH2:12][CH2:11]2)=[N:8][CH:9]=1)([CH3:3])[CH3:2]. The catalyst class is: 129. (2) Reactant: [Cl:1][CH:2]([Cl:11])[C:3](=O)[CH2:4][C:5](=O)[CH:6]([Cl:8])[Cl:7].Cl.[NH:13]([CH2:15][C:16]([O:18][CH2:19][CH3:20])=[O:17])[NH2:14]. Product: [Cl:1][CH:2]([Cl:11])[C:3]1[CH:4]=[C:5]([CH:6]([Cl:8])[Cl:7])[N:13]([CH2:15][C:16]([O:18][CH2:19][CH3:20])=[O:17])[N:14]=1. The catalyst class is: 8.